This data is from Full USPTO retrosynthesis dataset with 1.9M reactions from patents (1976-2016). The task is: Predict the reactants needed to synthesize the given product. (1) Given the product [CH2:6]([N:13]1[CH2:14][CH2:15][C:16]2([C:19](=[O:24])[NH:23][C:22](=[O:2])[CH2:21]2)[CH2:17][CH2:18]1)[C:7]1[CH:8]=[CH:9][CH:10]=[CH:11][CH:12]=1, predict the reactants needed to synthesize it. The reactants are: S(=O)(=O)(O)[OH:2].[CH2:6]([N:13]1[CH2:18][CH2:17][C:16]([CH2:21][C:22]#[N:23])([C:19]#N)[CH2:15][CH2:14]1)[C:7]1[CH:12]=[CH:11][CH:10]=[CH:9][CH:8]=1.[OH-:24].[Na+]. (2) Given the product [Cl:31][C:28]1[CH:29]=[CH:30][C:25]([O:24][CH2:23][CH:10]2[CH2:9][NH:8][CH2:13][CH2:12][N:11]2[C:14]2[CH:19]=[CH:18][C:17]([CH:20]([CH3:21])[CH3:22])=[CH:16][CH:15]=2)=[CH:26][CH:27]=1, predict the reactants needed to synthesize it. The reactants are: C([N:8]1[CH2:13][CH2:12][N:11]([C:14]2[CH:19]=[CH:18][C:17]([CH:20]([CH3:22])[CH3:21])=[CH:16][CH:15]=2)[CH:10]([CH2:23][O:24][C:25]2[CH:30]=[CH:29][C:28]([Cl:31])=[CH:27][CH:26]=2)[CH2:9]1)C1C=CC=CC=1.ClC(OC(Cl)C)=O. (3) The reactants are: [CH2:1]([O:3][C:4](=[O:21])[C:5]([NH:7][C:8]1[C:17]([N+:18]([O-:20])=[O:19])=[CH:16][CH:15]=[C:14]2[C:9]=1[CH2:10][CH2:11][CH2:12][NH:13]2)=[O:6])[CH3:2].CI.[C:24](=O)([O-])[O-].[Cs+].[Cs+]. Given the product [CH2:1]([O:3][C:4](=[O:21])[C:5]([N:7]([CH3:24])[C:8]1[C:17]([N+:18]([O-:20])=[O:19])=[CH:16][CH:15]=[C:14]2[C:9]=1[CH2:10][CH2:11][CH2:12][NH:13]2)=[O:6])[CH3:2], predict the reactants needed to synthesize it. (4) Given the product [O:3]1[C:8]2=[CH:9][CH:10]=[CH:11][C:7]2=[C:6]([CH:12]2[CH2:17][CH2:16][CH2:15][CH2:14][N:13]2[CH2:18][CH2:19][C@H:20]2[CH2:21][CH2:22][C@H:23]([NH:26][C:31](=[O:32])[CH2:30][CH2:29][O:28][CH3:27])[CH2:24][CH2:25]2)[CH:5]=[CH:4]1, predict the reactants needed to synthesize it. The reactants are: Cl.Cl.[O:3]1[C:8]2=[CH:9][CH:10]=[CH:11][C:7]2=[C:6]([CH:12]2[CH2:17][CH2:16][CH2:15][CH2:14][N:13]2[CH2:18][CH2:19][C@H:20]2[CH2:25][CH2:24][C@H:23]([NH2:26])[CH2:22][CH2:21]2)[CH:5]=[CH:4]1.[CH3:27][O:28][CH2:29][CH2:30][C:31](O)=[O:32]. (5) Given the product [N:27]1([C:22]([C:18]2[N:19]=[CH:20][N:21]=[C:16]([NH:15][C:11]3[CH:12]=[C:13]4[C:8](=[CH:9][CH:10]=3)[CH2:7][C:6]3([C:5](=[O:25])[NH:4][C:3](=[O:26])[N:2]3[CH3:1])[CH2:14]4)[CH:17]=2)=[O:24])[C:35]2[C:30](=[CH:31][CH:32]=[CH:33][CH:34]=2)[CH2:29][CH2:28]1, predict the reactants needed to synthesize it. The reactants are: [CH3:1][N:2]1[C:6]2([CH2:14][C:13]3[C:8](=[CH:9][CH:10]=[C:11]([NH:15][C:16]4[N:21]=[CH:20][N:19]=[C:18]([C:22]([OH:24])=O)[CH:17]=4)[CH:12]=3)[CH2:7]2)[C:5](=[O:25])[NH:4][C:3]1=[O:26].[NH:27]1[C:35]2[C:30](=[CH:31][CH:32]=[CH:33][CH:34]=2)[CH2:29][CH2:28]1.C(N(CC)CC)C.CN(C(ON1N=NC2C=CC=CC1=2)=[N+](C)C)C.[B-](F)(F)(F)F. (6) Given the product [NH2:4][N:10]1[CH:11]=[CH:12][C:8]([CH3:7])=[C:9]1[C:13]([NH:15][C:16]1[CH:21]=[CH:20][CH:19]=[CH:18][CH:17]=1)=[O:14], predict the reactants needed to synthesize it. The reactants are: [OH-].[Na+].[OH-].[NH4+:4].[Cl-].[NH4+].[CH3:7][C:8]1[CH:12]=[CH:11][NH:10][C:9]=1[C:13]([NH:15][C:16]1[CH:21]=[CH:20][CH:19]=[CH:18][CH:17]=1)=[O:14].Cl[O-].[Na+]. (7) Given the product [O:16]1[CH2:17][CH2:18][CH:13]([O:12][C:9]2[C:10]3[N:11]=[C:2]([C:27]4[CH:28]=[C:29]([NH:33][S:34]([C:37]5[CH:38]=[CH:39][CH:40]=[CH:41][CH:42]=5)(=[O:35])=[O:36])[CH:30]=[N:31][CH:32]=4)[CH:3]=[CH:4][C:5]=3[N:6]=[CH:7][N:8]=2)[CH2:14][CH2:15]1, predict the reactants needed to synthesize it. The reactants are: Cl[C:2]1[CH:3]=[CH:4][C:5]2[N:6]=[CH:7][N:8]=[C:9]([O:12][CH:13]3[CH2:18][CH2:17][O:16][CH2:15][CH2:14]3)[C:10]=2[N:11]=1.CC1(C)C(C)(C)OB([C:27]2[CH:28]=[C:29]([NH:33][S:34]([C:37]3[CH:42]=[CH:41][CH:40]=[CH:39][CH:38]=3)(=[O:36])=[O:35])[CH:30]=[N:31][CH:32]=2)O1.C([O-])(O)=O.[Na+]. (8) Given the product [C:1]([O:5][C:6](=[O:36])[CH2:7][CH:8]([C:9](=[O:10])[NH:37][CH2:38][CH2:39][CH2:40][CH2:41][CH2:42][OH:43])[CH2:12][C:13](=[O:35])[NH:14][O:15][C:16]([C:23]1[CH:28]=[CH:27][CH:26]=[CH:25][CH:24]=1)([C:17]1[CH:22]=[CH:21][CH:20]=[CH:19][CH:18]=1)[C:29]1[CH:30]=[CH:31][CH:32]=[CH:33][CH:34]=1)([CH3:3])([CH3:2])[CH3:4], predict the reactants needed to synthesize it. The reactants are: [C:1]([O:5][C:6](=[O:36])[CH2:7][CH:8]([CH2:12][C:13](=[O:35])[NH:14][O:15][C:16]([C:29]1[CH:34]=[CH:33][CH:32]=[CH:31][CH:30]=1)([C:23]1[CH:28]=[CH:27][CH:26]=[CH:25][CH:24]=1)[C:17]1[CH:22]=[CH:21][CH:20]=[CH:19][CH:18]=1)[C:9](O)=[O:10])([CH3:4])([CH3:3])[CH3:2].[NH2:37][CH2:38][CH2:39][CH2:40][CH2:41][CH2:42][OH:43]. (9) Given the product [CH2:1]([O:3][C:4]([CH:6]1[CH2:8][CH:7]1[C:9]1[CH:10]=[C:11]2[CH:17]=[CH:16][NH:15][C:12]2=[N:13][CH:14]=1)=[O:5])[CH3:2], predict the reactants needed to synthesize it. The reactants are: [CH2:1]([O:3][C:4]([CH:6]1[CH2:8][CH:7]1[C:9]1[CH:10]=[C:11]2[CH:17]=[CH:16][N:15](S(C3C=CC(C)=CC=3)(=O)=O)[C:12]2=[N:13][CH:14]=1)=[O:5])[CH3:2].[O-]CC.[Na+].[Cl-].[NH4+]. (10) Given the product [Br:15][C:16]1[CH:21]=[CH:20][CH:19]=[CH:18][C:17]=1[CH2:22][CH2:23][NH:24][C:12]([C:10]1[S:11][C:7]([C:4]2[CH:3]=[CH:2][N:1]=[CH:6][CH:5]=2)=[CH:8][CH:9]=1)=[O:14], predict the reactants needed to synthesize it. The reactants are: [N:1]1[CH:6]=[CH:5][C:4]([C:7]2[S:11][C:10]([C:12]([OH:14])=O)=[CH:9][CH:8]=2)=[CH:3][CH:2]=1.[Br:15][C:16]1[CH:21]=[CH:20][CH:19]=[CH:18][C:17]=1[CH2:22][CH2:23][NH2:24].